Dataset: Forward reaction prediction with 1.9M reactions from USPTO patents (1976-2016). Task: Predict the product of the given reaction. Given the reactants P(Cl)(Cl)(Cl)=O.[N:6]1[N:10]2[CH2:11][CH2:12][CH2:13][N:14](C=O)[C:9]2=[CH:8][CH:7]=1.O.[C:18](=O)([O-])[O-:19].[Na+].[Na+], predict the reaction product. The product is: [N:6]1[N:10]2[CH2:11][CH2:12][CH2:13][NH:14][C:9]2=[C:8]([CH:18]=[O:19])[CH:7]=1.